Dataset: Catalyst prediction with 721,799 reactions and 888 catalyst types from USPTO. Task: Predict which catalyst facilitates the given reaction. (1) Reactant: [F:1][C:2]1[CH:16]=[CH:15][CH:14]=[CH:13][C:3]=1[CH2:4][C:5]1[C:9]([C:10]([OH:12])=O)=[CH:8][NH:7][N:6]=1.C(Cl)CCl.C1C=CC2N(O)N=NC=2C=1.C(N(CC)CC)C.[CH3:38][O:39][CH:40]([O:43][CH3:44])[CH2:41][NH2:42]. Product: [CH3:38][O:39][CH:40]([O:43][CH3:44])[CH2:41][NH:42][C:10]([C:9]1[C:5]([CH2:4][C:3]2[CH:13]=[CH:14][CH:15]=[CH:16][C:2]=2[F:1])=[N:6][NH:7][CH:8]=1)=[O:12]. The catalyst class is: 42. (2) Reactant: C(OC([N:8]1[C:16]2[C:11](=[CH:12][C:13]([O:17][CH2:18][C:19]3[S:20][C:21]([C:30]([F:33])([F:32])[F:31])=[C:22]([C:24]4[CH:29]=[CH:28][CH:27]=[CH:26][CH:25]=4)[CH:23]=3)=[CH:14][CH:15]=2)[CH2:10][CH2:9]1)=O)(C)(C)C.[ClH:34].O1CCOCC1. Product: [ClH:34].[C:24]1([C:22]2[CH:23]=[C:19]([CH2:18][O:17][C:13]3[CH:12]=[C:11]4[C:16](=[CH:15][CH:14]=3)[NH:8][CH2:9][CH2:10]4)[S:20][C:21]=2[C:30]([F:33])([F:31])[F:32])[CH:25]=[CH:26][CH:27]=[CH:28][CH:29]=1. The catalyst class is: 12. (3) Reactant: [OH:1][CH2:2][C@:3]12[CH2:41][CH2:40][C@@H:39]([C:42]([CH3:44])=[CH2:43])[C@@H:4]1[C@@H:5]1[C@@:18]([CH3:21])([CH2:19][CH2:20]2)[C@@:17]2([CH3:22])[C@@H:8]([C@:9]3([CH3:38])[C@@H:14]([CH2:15][CH2:16]2)[C:13]([CH3:24])([CH3:23])[C:12]([C:25]2[CH:37]=[CH:36][C:28]([C:29]([O:31][C:32]([CH3:35])([CH3:34])[CH3:33])=[O:30])=[CH:27][CH:26]=2)=[CH:11][CH2:10]3)[CH2:7][CH2:6]1.C1C=C[NH+]=CC=1.[O-][Cr](Cl)(=O)=O. Product: [CH:2]([C@:3]12[CH2:41][CH2:40][C@@H:39]([C:42]([CH3:44])=[CH2:43])[C@@H:4]1[C@@H:5]1[C@@:18]([CH3:21])([CH2:19][CH2:20]2)[C@@:17]2([CH3:22])[C@@H:8]([C@:9]3([CH3:38])[C@@H:14]([CH2:15][CH2:16]2)[C:13]([CH3:23])([CH3:24])[C:12]([C:25]2[CH:26]=[CH:27][C:28]([C:29]([O:31][C:32]([CH3:33])([CH3:34])[CH3:35])=[O:30])=[CH:36][CH:37]=2)=[CH:11][CH2:10]3)[CH2:7][CH2:6]1)=[O:1]. The catalyst class is: 4. (4) Reactant: Cl[S:2]([N:5]=[C:6]=[O:7])(=[O:4])=[O:3].[C:8]([OH:12])([CH3:11])([CH3:10])[CH3:9].Cl.[S:14]1[C:18](N)=[CH:17][C:16]2[CH:20]=[CH:21][CH:22]=[CH:23][C:15]1=2.[N:24]1C=CC=CC=1. Product: [S:14]1[C:18]([N:5]([S:2](=[O:4])(=[O:3])[NH2:24])[C:6](=[O:7])[O:12][C:8]([CH3:11])([CH3:10])[CH3:9])=[CH:17][C:16]2[CH:20]=[CH:21][CH:22]=[CH:23][C:15]1=2. The catalyst class is: 2.